From a dataset of Full USPTO retrosynthesis dataset with 1.9M reactions from patents (1976-2016). Predict the reactants needed to synthesize the given product. (1) The reactants are: [CH:1]1([CH2:6][C@H:7]([N:11]2[CH2:19][C:18]3[C:13](=[CH:14][CH:15]=[CH:16][C:17]=3[C:20]([F:23])([F:22])[F:21])[C:12]2=[O:24])[C:8](O)=[O:9])[CH2:5][CH2:4][CH2:3][CH2:2]1.C(Cl)(=O)C(Cl)=O.[CH3:31][N:32]1[CH:36]=[CH:35][C:34]([NH2:37])=[N:33]1.N1C(C)=CC=CC=1C. Given the product [CH:1]1([CH2:6][C@H:7]([N:11]2[CH2:19][C:18]3[C:13](=[CH:14][CH:15]=[CH:16][C:17]=3[C:20]([F:22])([F:21])[F:23])[C:12]2=[O:24])[C:8]([NH:37][C:34]2[CH:35]=[CH:36][N:32]([CH3:31])[N:33]=2)=[O:9])[CH2:5][CH2:4][CH2:3][CH2:2]1, predict the reactants needed to synthesize it. (2) Given the product [CH2:23]([O:25][C:26](=[O:38])[CH:27]([CH3:37])[C:28](=[O:36])[CH2:29][C:30]([O:32][CH2:33][CH3:34])=[O:31])[CH3:24], predict the reactants needed to synthesize it. The reactants are: P([O-])([O-])([O-])=O.[K+].[K+].[K+].[Na+].[Cl-].O=C[C@@H]([C@H]([C@@H]([C@@H](CO)O)O)O)O.[CH2:23]([O:25][C:26](=[O:38])[CH:27]([CH3:37])[C:28](=[O:36])[C:29](=O)[C:30]([O:32][CH2:33][CH3:34])=[O:31])[CH3:24]. (3) Given the product [Cl:21][C:22]1[N:27]=[CH:26][C:25]([O:10][C:11]2[C:20]3[C:15](=[CH:16][CH:17]=[CH:18][CH:19]=3)[N:14]=[CH:13][N:12]=2)=[CH:24][CH:23]=1, predict the reactants needed to synthesize it. The reactants are: N1C2C(=NC=CC=2)N([O:10][C:11]2[C:20]3[C:15](=[CH:16][CH:17]=[CH:18][CH:19]=3)[N:14]=[CH:13][N:12]=2)N=1.[Cl:21][C:22]1[N:27]=[CH:26][C:25](B(O)O)=[CH:24][CH:23]=1.C([O-])([O-])=O.[Cs+].[Cs+]. (4) Given the product [CH3:23][N:24]1[CH:28]=[C:27]([C:2]2[CH:3]=[CH:4][C:5]3[N:6]([C:8]([CH:11]([C:13]4[CH:14]=[C:15]5[C:20](=[CH:21][CH:22]=4)[N:19]=[CH:18][CH:17]=[CH:16]5)[CH3:12])=[N:9][N:10]=3)[N:7]=2)[CH:26]=[N:25]1, predict the reactants needed to synthesize it. The reactants are: Cl[C:2]1[CH:3]=[CH:4][C:5]2[N:6]([C:8]([CH:11]([C:13]3[CH:14]=[C:15]4[C:20](=[CH:21][CH:22]=3)[N:19]=[CH:18][CH:17]=[CH:16]4)[CH3:12])=[N:9][N:10]=2)[N:7]=1.[CH3:23][N:24]1[CH:28]=[C:27](B2OC(C)(C)C(C)(C)O2)[CH:26]=[N:25]1.C(=O)([O-])[O-].[Cs+].[Cs+]. (5) Given the product [OH:23][C:21]([CH3:22])([CH2:20][CH:14]1[CH2:15][CH:16]2[CH2:19][CH:13]1[CH:18]=[CH:17]2)[CH2:2][C:1]([O:4][C:5]1([CH2:11][CH3:12])[CH2:10][CH2:9][CH2:8][CH2:7][CH2:6]1)=[O:3], predict the reactants needed to synthesize it. The reactants are: [C:1]([O:4][C:5]1([CH2:11][CH3:12])[CH2:10][CH2:9][CH2:8][CH2:7][CH2:6]1)(=[O:3])[CH3:2].[CH:13]12[CH2:19][CH:16]([CH:17]=[CH:18]1)[CH2:15][CH:14]2[CH2:20][C:21](=[O:23])[CH3:22].